Task: Predict the reactants needed to synthesize the given product.. Dataset: Full USPTO retrosynthesis dataset with 1.9M reactions from patents (1976-2016) The reactants are: [CH3:1][N:2]1[CH2:7][CH2:6][N:5]([C:8]2[CH:15]=[CH:14][C:11]([CH:12]=O)=[CH:10][CH:9]=2)[CH2:4][CH2:3]1.[NH2:16][C:17]1[N:18]=[N:19][C:20]([CH3:23])=[CH:21][CH:22]=1.C([O:26][C:27](=O)[C:28]([OH:41])=[CH:29][C:30]([C:32]1[CH:37]=[CH:36][C:35]([CH:38]([CH3:40])[CH3:39])=[CH:34][CH:33]=1)=[O:31])C. Given the product [OH:41][C:28]1[C:27](=[O:26])[N:16]([C:17]2[N:18]=[N:19][C:20]([CH3:23])=[CH:21][CH:22]=2)[CH:12]([C:11]2[CH:14]=[CH:15][C:8]([N:5]3[CH2:6][CH2:7][N:2]([CH3:1])[CH2:3][CH2:4]3)=[CH:9][CH:10]=2)[C:29]=1[C:30](=[O:31])[C:32]1[CH:37]=[CH:36][C:35]([CH:38]([CH3:40])[CH3:39])=[CH:34][CH:33]=1, predict the reactants needed to synthesize it.